Dataset: Experimentally validated miRNA-target interactions with 360,000+ pairs, plus equal number of negative samples. Task: Binary Classification. Given a miRNA mature sequence and a target amino acid sequence, predict their likelihood of interaction. (1) The miRNA is bta-miR-27b with sequence UUCACAGUGGCUAAGUUCUGC. The protein sequence of the target gene is MASCLALRMALLLVSGVLAPAVLTDDVPQEPVPTLWNEPAELPSGEGPVESTSPGREPVDTGPPAPTVAPGPEDSTAQERLDQGGGSLGPGAIAAIVIAALLATCVVLALVVVALRKFSAS. Result: 0 (no interaction). (2) The miRNA is hsa-miR-4665-5p with sequence CUGGGGGACGCGUGAGCGCGAGC. The protein sequence of the target gene is MDLVLKRCLLHLAVIGALLAVGATKVPRNQDWLGVSRQLRTKAWNRQLYPEWTEAQRLDCWRGGQVSLKVSNDGPTLIGANASFSIALNFPGSQKVLPDGQVIWVNNTIINGSQVWGGQPVYPQETDDACIFPDGGPCPSGSWSQKRSFVYVWKTWGQYWQVLGGPVSGLSIGTGRAMLGTHTMEVTVYHRRGSRSYVPLAHSSSAFTITDQVPFSVSVSQLRALDGGNKHFLRNQPLTFALQLHDPSGYLAEADLSYTWDFGDSSGTLISRALVVTHTYLEPGPVTAQVVLQAAIPLTS.... Result: 0 (no interaction). (3) The miRNA is hsa-miR-454-3p with sequence UAGUGCAAUAUUGCUUAUAGGGU. The protein sequence of the target gene is MASAVVDSGGSALELPSDGGENQEGGDTGPDCPAVIVEPVPSARLEQGYAAQVLVYDDETYMMQDVAEEQEVETENSETVEASVHSSNAHCTDKTIEAAEALLHMESPTCLRDSRSPVEVFVPPCISTPEFIHAAMRPDVITETVVEVSTEESEPMDASPIPTSPDSHEPMKKKKVGRKPKTQQSPVSNGSPELGIKKKAREGKGNTTYLWEFLLDLLQDKNTCPRYIKWTQREKGIFKLVDSKAVSKLWGKHKNKPDMNYETMGRALRYYYQRGILAKVEGQRLVYQFKDMPKNIVVID.... Result: 0 (no interaction). (4) The miRNA is hsa-miR-627-5p with sequence GUGAGUCUCUAAGAAAAGAGGA. The protein sequence of the target gene is MASPSCFHSEDEDSLKGCEMYVQKHGIQQVLKECIVHLCVAKPDRPLRFLREHFEKLEKEENRQILARQKSNSQCDSHDEEISPTPPNPVVKARRRRGGVSAEVYTEEDAVSYVRKVIPKDYKTMTALAKAISKNVLFSHLDDNERSDIFDAMFPVTHIGGETVIQQGNEGDNFYVIDQGEVDVYVNGEWVTNISEGGSFGELALIYGTPRAATVKAKTDLKLWGIDRDSYRRILMGSTLRKRKMYEEFLSKVSILESLEKWERLTVADALEPVQFEDGEKIVVQGEPGDDFYIITEGTA.... Result: 0 (no interaction). (5) The miRNA is hsa-miR-4743-3p with sequence UUUCUGUCUUUUCUGGUCCAG. The protein sequence of the target gene is MSAQESCLSLIKYFLFVFNLFFFVLGSLIFCFGIWILIDKTSFVSFVGLAFVPLQIWSKVLAISGIFTMGIALLGCVGALKELRCLLGLYFGMLLLLFATQITLGILISTQRAQLERSLRDVVEKTIQKYGTNPEETAAEESWDYVQFQLRCCGWHYPQDWFQVLILRGNGSEAHRVPCSCYNLSATNDSTILDKVILPQLSRLGHLARSRHSADICAVPAESHIYREGCAQGLQKWLHNNLISIVGICLGVGLLELGFMTLSIFLCRNLDHVYNRLARYR. Result: 0 (no interaction).